This data is from Peptide-MHC class II binding affinity with 134,281 pairs from IEDB. The task is: Regression. Given a peptide amino acid sequence and an MHC pseudo amino acid sequence, predict their binding affinity value. This is MHC class II binding data. The peptide sequence is WEALKYLWNLLQYWGQELK. The MHC is HLA-DQA10103-DQB10603 with pseudo-sequence HLA-DQA10103-DQB10603. The binding affinity (normalized) is 0.405.